This data is from Full USPTO retrosynthesis dataset with 1.9M reactions from patents (1976-2016). The task is: Predict the reactants needed to synthesize the given product. (1) Given the product [CH:12]1[C:7]2[C:6]3[CH:1]=[CH:2][C:3]4[C:21]([O:20][C:18](=[O:19])[C:10](=[C:9]([C:16](=[O:17])[O:15][C:13](=[O:14])[C:4]=4[CH:5]=3)[CH:8]=2)[CH:11]=1)=[O:22], predict the reactants needed to synthesize it. The reactants are: [CH:1]1[C:6]([C:7]2[CH:12]=[CH:11][C:10]3[C:13]([O:15][C:16](=[O:17])[C:9]=3[CH:8]=2)=[O:14])=[CH:5][C:4]2[C:18]([O:20][C:21](=[O:22])[C:3]=2[CH:2]=1)=[O:19].C1C2C(OC(=O)C=2C=C2C(OC(=O)C=12)=O)=O.C1C(OC2C=CC3C(OC(=O)C=3C=2)=O)=CC2C(OC(=O)C=2C=1)=O. (2) Given the product [CH2:33]=[O:34].[C:9]1([OH:29])[CH:14]=[CH:13][CH:12]=[CH:11][CH:10]=1, predict the reactants needed to synthesize it. The reactants are: C1N2CCN(CC2)C1.[C:9]1(C)[CH:14]=[CH:13][C:12](S(O)(=O)=O)=[CH:11][CH:10]=1.C1(S(O)(=O)=[O:29])(C)C=CC=CC1C.C(O)[CH2:33][OH:34]. (3) Given the product [NH2:24][C:15]1[N:14]=[C:13]([O:12][CH2:8][CH2:9][CH2:10][CH3:11])[N:21]=[C:20]2[C:16]=1[N:17]=[C:18]([O:22][CH3:23])[N:19]2[CH2:37][CH2:36][CH2:35][OH:34], predict the reactants needed to synthesize it. The reactants are: FC(F)(F)C(O)=O.[CH2:8]([O:12][C:13]1[N:21]=[C:20]2[C:16]([N:17]=[C:18]([O:22][CH3:23])[NH:19]2)=[C:15]([NH2:24])[N:14]=1)[CH2:9][CH2:10][CH3:11].C([O-])([O-])=O.[K+].[K+].C([O:34][CH2:35][CH2:36][CH2:37]Br)(=O)C.[OH-].[Na+]. (4) Given the product [Cl:1][C:2]1[CH:3]=[C:4]([C:8]2[N:16]=[C:15]([C:17]#[N:18])[N:14]=[C:13]3[C:9]=2[N:10]([CH2:27][C@H:28]2[CH2:29][CH2:30][C@H:31]([CH3:34])[CH2:32][CH2:33]2)[C:11]([C:19]([C:20]2[CH:21]=[CH:22][CH:23]=[CH:24][CH:25]=2)=[O:26])=[N:12]3)[CH:5]=[CH:6][CH:7]=1, predict the reactants needed to synthesize it. The reactants are: [Cl:1][C:2]1[CH:3]=[C:4]([C:8]2[N:16]=[C:15]([C:17]#[N:18])[N:14]=[C:13]3[C:9]=2[N:10]([CH2:27][C@H:28]2[CH2:33][CH2:32][C@H:31]([CH3:34])[CH2:30][CH2:29]2)[C:11]([CH:19]([OH:26])[C:20]2[CH:25]=[CH:24][CH:23]=[CH:22][CH:21]=2)=[N:12]3)[CH:5]=[CH:6][CH:7]=1.CC(OI1(OC(C)=O)(OC(C)=O)OC(=O)C2C=CC=CC1=2)=O. (5) Given the product [NH2:1][C:2]1[S:3][C@:4]2([C:28]([O-:30])=[O:29])[C@H:6]([C@:7]([C:10]3[CH:15]=[C:14]([NH:16][C:17](=[O:25])[C:18]4[CH:23]=[CH:22][C:21]([Cl:24])=[CH:20][N:19]=4)[CH:13]=[C:12]([F:26])[C:11]=3[F:27])([CH3:9])[N:8]=1)[CH2:5]2.[Li+:34], predict the reactants needed to synthesize it. The reactants are: [NH2:1][C:2]1[S:3][C@:4]2([C:28]([O:30]C)=[O:29])[C@H:6]([C@:7]([C:10]3[CH:15]=[C:14]([NH:16][C:17](=[O:25])[C:18]4[CH:23]=[CH:22][C:21]([Cl:24])=[CH:20][N:19]=4)[CH:13]=[C:12]([F:26])[C:11]=3[F:27])([CH3:9])[N:8]=1)[CH2:5]2.O.[OH-].[Li+:34].O. (6) Given the product [CH2:15]([C:14]1[N:13]([C:6]2[CH:7]=[CH:8][C:9]([O:11][CH3:12])=[CH:10][C:5]=2[O:4][CH2:3][O:2][CH3:1])[C:28]([CH:27]=[O:30])=[CH:20][N:19]=1)[CH2:16][CH2:17][CH3:18], predict the reactants needed to synthesize it. The reactants are: [CH3:1][O:2][CH2:3][O:4][C:5]1[CH:10]=[C:9]([O:11][CH3:12])[CH:8]=[CH:7][C:6]=1[NH:13][C:14](=[NH:19])[CH2:15][CH2:16][CH2:17][CH3:18].[CH2:20](N(CC)CC)C.[C:27]([OH:30])(=O)[CH3:28]. (7) The reactants are: [O:1]1[CH:5]=[CH:4][CH:3]=[C:2]1[C:6]1[N:7]=[C:8]([NH:18][C:19](=[O:25])[O:20][C:21]([CH3:24])([CH3:23])[CH3:22])[S:9][C:10]=1[C:11]([C:13]#[C:14][CH2:15][O:16][CH3:17])=[O:12].[H][H]. Given the product [O:1]1[CH:5]=[CH:4][CH:3]=[C:2]1[C:6]1[N:7]=[C:8]([NH:18][C:19](=[O:25])[O:20][C:21]([CH3:23])([CH3:22])[CH3:24])[S:9][C:10]=1[C:11]([CH2:13][CH2:14][CH2:15][O:16][CH3:17])=[O:12], predict the reactants needed to synthesize it. (8) Given the product [Br:1][C:2]1[CH:7]=[CH:6][C:5]([Cl:8])=[CH:4][C:3]=1[C:9]1[C:10]2[C:26](=[O:27])[CH2:25][CH2:24][C:11]=2[N:12]([CH2:16][C:17]([OH:19])=[O:18])[C:13](=[O:15])[CH:14]=1, predict the reactants needed to synthesize it. The reactants are: [Br:1][C:2]1[CH:7]=[CH:6][C:5]([Cl:8])=[CH:4][C:3]=1[C:9]1[C:10]2[C:26](=[O:27])[CH2:25][CH2:24][C:11]=2[N:12]([CH2:16][C:17]([O:19]C(C)(C)C)=[O:18])[C:13](=[O:15])[CH:14]=1.C(O)(C(F)(F)F)=O. (9) Given the product [CH2:49]1[C:50]2[C:55](=[CH:54][CH:53]=[CH:52][CH:51]=2)[CH2:56][CH2:57][N:48]1[CH2:47][CH:46]([OH:58])[CH2:45][NH:44][C:10](=[O:12])[C:9]1[CH:13]=[CH:14][CH:15]=[C:7]([C:4]2[CH:3]=[CH:2][N:1]=[CH:6][CH:5]=2)[CH:8]=1, predict the reactants needed to synthesize it. The reactants are: [N:1]1[CH:6]=[CH:5][C:4]([C:7]2[CH:8]=[C:9]([CH:13]=[CH:14][CH:15]=2)[C:10]([OH:12])=O)=[CH:3][CH:2]=1.CCN=C=NCCCN(C)C.C1C=CC2N(O)N=NC=2C=1.CCN(CC)CC.[NH2:44][CH2:45][CH:46]([OH:58])[CH2:47][N:48]1[CH2:57][CH2:56][C:55]2[C:50](=[CH:51][CH:52]=[CH:53][CH:54]=2)[CH2:49]1.